Dataset: Full USPTO retrosynthesis dataset with 1.9M reactions from patents (1976-2016). Task: Predict the reactants needed to synthesize the given product. (1) Given the product [Br:3][C:4]1[C:5]([CH3:15])=[N:6][CH:7]=[C:8]([CH:14]=1)[C:9]([OH:11])=[O:10], predict the reactants needed to synthesize it. The reactants are: [OH-].[Na+].[Br:3][C:4]1[C:5]([CH3:15])=[N:6][CH:7]=[C:8]([CH:14]=1)[C:9]([O:11]CC)=[O:10]. (2) The reactants are: [CH:1]([NH:4][C:5]([NH2:7])=[S:6])([CH3:3])[CH3:2].Br[CH2:9][C:10]([C:12]1[CH:20]=[CH:19][C:15]([C:16]([OH:18])=[O:17])=[CH:14][CH:13]=1)=O. Given the product [CH:1]([NH:4][C:5]1[S:6][CH:9]=[C:10]([C:12]2[CH:20]=[CH:19][C:15]([C:16]([OH:18])=[O:17])=[CH:14][CH:13]=2)[N:7]=1)([CH3:3])[CH3:2], predict the reactants needed to synthesize it.